From a dataset of Reaction yield outcomes from USPTO patents with 853,638 reactions. Predict the reaction yield, written as a fraction of the theoretical maximum amount of product (1.0 means a 100% yield; for example, 0.34 means a 34% yield). The reactants are [CH2:1]([O:3][C:4]([C:6]1[NH:7][C:8]2[C:13]([CH:14]=1)=[CH:12][CH:11]=[C:10](Br)[CH:9]=2)=[O:5])[CH3:2].[C:16]([C:20]1[CH:25]=[CH:24][C:23](B(O)O)=[CH:22][CH:21]=1)([CH3:19])([CH3:18])[CH3:17].[O-]P([O-])([O-])=O.[K+].[K+].[K+].C(P(C(C)(C)C)C1C=CC=CC=1C1C=CC=CC=1P(C(C)(C)C)C(C)(C)C)(C)(C)C.C([O-])(O)=O.[Na+]. The catalyst is CC([O-])=O.CC([O-])=O.[Pd+2].C1(C)C=CC=CC=1. The product is [CH2:1]([O:3][C:4]([C:6]1[NH:7][C:8]2[C:13]([CH:14]=1)=[CH:12][CH:11]=[C:10]([C:23]1[CH:24]=[CH:25][C:20]([C:16]([CH3:19])([CH3:18])[CH3:17])=[CH:21][CH:22]=1)[CH:9]=2)=[O:5])[CH3:2]. The yield is 0.810.